The task is: Predict the product of the given reaction.. This data is from Forward reaction prediction with 1.9M reactions from USPTO patents (1976-2016). (1) Given the reactants [C:1]([O:9][C:10]1[CH:15]=[CH:14][C:13]([OH:16])=[CH:12][CH:11]=1)(=[O:8])[C:2]1[CH:7]=[CH:6][CH:5]=[CH:4][CH:3]=1.[CH2:17]([O:20][CH2:21][CH2:22]OC1C=CC(OCC2C=CC=CC=2)=CC=1)[CH:18]=C, predict the reaction product. The product is: [C:1]([O:9][C:10]1[CH:11]=[CH:12][C:13]([O:16][CH2:22][CH2:21][O:20][CH:17]=[CH2:18])=[CH:14][CH:15]=1)(=[O:8])[C:2]1[CH:3]=[CH:4][CH:5]=[CH:6][CH:7]=1. (2) Given the reactants [CH3:1][C:2]1[C:11]([C:12]([O:14]CC)=O)=[C:10]([N:17]2[CH2:22][CH2:21][CH2:20][CH2:19][CH2:18]2)[C:9]2[C:4](=[N:5][CH:6]=[CH:7][CH:8]=2)[N:3]=1.[OH-].[Na+].Cl.Cl.CN(C)CCCN=C=NCC.O.ON1C2C=CC=CC=2N=N1.CCN(CC)CC.[F:56][C:57]([F:67])([F:66])[C:58]1[CH:59]=[C:60]([CH:63]=[CH:64][CH:65]=1)[CH2:61][NH2:62], predict the reaction product. The product is: [CH3:1][C:2]1[C:11]([C:12]([NH:62][CH2:61][C:60]2[CH:63]=[CH:64][CH:65]=[C:58]([C:57]([F:56])([F:66])[F:67])[CH:59]=2)=[O:14])=[C:10]([N:17]2[CH2:18][CH2:19][CH2:20][CH2:21][CH2:22]2)[C:9]2[C:4](=[N:5][CH:6]=[CH:7][CH:8]=2)[N:3]=1.